From a dataset of Forward reaction prediction with 1.9M reactions from USPTO patents (1976-2016). Predict the product of the given reaction. (1) Given the reactants Cl.[Cl:2][C:3]1[CH:4]=[C:5]([C@@H:9]2[NH:15][CH2:14][C:13]3[CH:16]=[CH:17][C:18]([C:20]([O:22][CH3:23])=[O:21])=[CH:19][C:12]=3[O:11][CH2:10]2)[CH:6]=[CH:7][CH:8]=1.CCN(CC)CC.[O:31]1[CH2:36][CH2:35][CH:34]([C:37](O)=[O:38])[CH2:33][CH2:32]1.ClC(Cl)C, predict the reaction product. The product is: [Cl:2][C:3]1[CH:4]=[C:5]([C@@H:9]2[N:15]([C:37]([CH:34]3[CH2:35][CH2:36][O:31][CH2:32][CH2:33]3)=[O:38])[CH2:14][C:13]3[CH:16]=[CH:17][C:18]([C:20]([O:22][CH3:23])=[O:21])=[CH:19][C:12]=3[O:11][CH2:10]2)[CH:6]=[CH:7][CH:8]=1. (2) Given the reactants [CH3:1][N:2]1[C:6]2[N:7]=[CH:8][NH:9][C:10](=[O:11])[C:5]=2[C:4]([C:12]2[CH:17]=[CH:16][CH:15]=[CH:14][CH:13]=2)=[CH:3]1.C(=O)([O-])[O-].[K+].[K+].[F:24][C:25]([F:29])([F:28])[CH2:26]I, predict the reaction product. The product is: [CH3:1][N:2]1[C:6]2[N:7]=[CH:8][N:9]([CH2:26][C:25]([F:29])([F:28])[F:24])[C:10](=[O:11])[C:5]=2[C:4]([C:12]2[CH:13]=[CH:14][CH:15]=[CH:16][CH:17]=2)=[CH:3]1.